From a dataset of Full USPTO retrosynthesis dataset with 1.9M reactions from patents (1976-2016). Predict the reactants needed to synthesize the given product. (1) The reactants are: Br[C:2]1[O:6][C:5]([C:7]2[C:12]([C:13]#[N:14])=[C:11]([C:15]3[CH:20]=[CH:19][C:18]([OH:21])=[CH:17][C:16]=3[F:22])[N:10]=[C:9]3[NH:23][N:24]=[C:25]([CH3:26])[C:8]=23)=[CH:4][CH:3]=1.[CH3:27][N:28]1[CH2:33][CH2:32][N:31]([CH:34]2[CH2:39][CH2:38][NH:37][CH2:36][CH2:35]2)[CH2:30][CH2:29]1. Given the product [F:22][C:16]1[CH:17]=[C:18]([OH:21])[CH:19]=[CH:20][C:15]=1[C:11]1[N:10]=[C:9]2[NH:23][N:24]=[C:25]([CH3:26])[C:8]2=[C:7]([C:5]2[O:6][C:2]([N:37]3[CH2:36][CH2:35][CH:34]([N:31]4[CH2:30][CH2:29][N:28]([CH3:27])[CH2:33][CH2:32]4)[CH2:39][CH2:38]3)=[CH:3][CH:4]=2)[C:12]=1[C:13]#[N:14], predict the reactants needed to synthesize it. (2) Given the product [CH3:12][C:13]1[NH:17][N:16]=[C:15]([C:18]([N:6]2[CH:7]3[CH2:10][CH2:11][N:3]([CH2:9][CH2:8]3)[CH2:4][CH2:5]2)=[O:19])[CH:14]=1, predict the reactants needed to synthesize it. The reactants are: Cl.Cl.[N:3]12[CH2:11][CH2:10][CH:7]([CH2:8][CH2:9]1)[NH:6][CH2:5][CH2:4]2.[CH3:12][C:13]1[NH:17][N:16]=[C:15]([C:18](O)=[O:19])[CH:14]=1.